Dataset: NCI-60 drug combinations with 297,098 pairs across 59 cell lines. Task: Regression. Given two drug SMILES strings and cell line genomic features, predict the synergy score measuring deviation from expected non-interaction effect. (1) Drug 1: C(=O)(N)NO. Drug 2: CN(CCCl)CCCl.Cl. Cell line: HOP-62. Synergy scores: CSS=10.0, Synergy_ZIP=0.307, Synergy_Bliss=8.55, Synergy_Loewe=-3.75, Synergy_HSA=3.51. (2) Drug 1: COC1=C(C=C2C(=C1)N=CN=C2NC3=CC(=C(C=C3)F)Cl)OCCCN4CCOCC4. Drug 2: CC1=C(N=C(N=C1N)C(CC(=O)N)NCC(C(=O)N)N)C(=O)NC(C(C2=CN=CN2)OC3C(C(C(C(O3)CO)O)O)OC4C(C(C(C(O4)CO)O)OC(=O)N)O)C(=O)NC(C)C(C(C)C(=O)NC(C(C)O)C(=O)NCCC5=NC(=CS5)C6=NC(=CS6)C(=O)NCCC[S+](C)C)O. Cell line: NCI-H522. Synergy scores: CSS=35.0, Synergy_ZIP=-2.01, Synergy_Bliss=-1.02, Synergy_Loewe=1.11, Synergy_HSA=1.74. (3) Drug 1: CNC(=O)C1=NC=CC(=C1)OC2=CC=C(C=C2)NC(=O)NC3=CC(=C(C=C3)Cl)C(F)(F)F. Drug 2: C1=NC2=C(N1)C(=S)N=CN2. Cell line: SF-539. Synergy scores: CSS=43.1, Synergy_ZIP=4.95, Synergy_Bliss=6.88, Synergy_Loewe=-36.5, Synergy_HSA=5.03. (4) Drug 2: CC1CCCC2(C(O2)CC(NC(=O)CC(C(C(=O)C(C1O)C)(C)C)O)C(=CC3=CSC(=N3)C)C)C. Drug 1: CC12CCC3C(C1CCC2O)C(CC4=C3C=CC(=C4)O)CCCCCCCCCS(=O)CCCC(C(F)(F)F)(F)F. Cell line: EKVX. Synergy scores: CSS=19.0, Synergy_ZIP=-4.23, Synergy_Bliss=1.74, Synergy_Loewe=1.93, Synergy_HSA=3.20. (5) Drug 1: CC1=C2C(C(=O)C3(C(CC4C(C3C(C(C2(C)C)(CC1OC(=O)C(C(C5=CC=CC=C5)NC(=O)OC(C)(C)C)O)O)OC(=O)C6=CC=CC=C6)(CO4)OC(=O)C)OC)C)OC. Drug 2: CCC(=C(C1=CC=CC=C1)C2=CC=C(C=C2)OCCN(C)C)C3=CC=CC=C3.C(C(=O)O)C(CC(=O)O)(C(=O)O)O. Cell line: OVCAR-4. Synergy scores: CSS=47.3, Synergy_ZIP=12.6, Synergy_Bliss=12.2, Synergy_Loewe=-29.5, Synergy_HSA=12.3. (6) Drug 1: C1=CC(=C2C(=C1NCCNCCO)C(=O)C3=C(C=CC(=C3C2=O)O)O)NCCNCCO. Drug 2: C(CCl)NC(=O)N(CCCl)N=O. Cell line: HOP-92. Synergy scores: CSS=18.7, Synergy_ZIP=-6.61, Synergy_Bliss=-10.2, Synergy_Loewe=-26.2, Synergy_HSA=-7.98. (7) Drug 1: CC1=C2C(C(=O)C3(C(CC4C(C3C(C(C2(C)C)(CC1OC(=O)C(C(C5=CC=CC=C5)NC(=O)OC(C)(C)C)O)O)OC(=O)C6=CC=CC=C6)(CO4)OC(=O)C)OC)C)OC. Drug 2: C1=NC2=C(N1)C(=S)N=C(N2)N. Cell line: IGROV1. Synergy scores: CSS=41.8, Synergy_ZIP=-1.57, Synergy_Bliss=-1.12, Synergy_Loewe=1.81, Synergy_HSA=3.98. (8) Drug 1: CC1=CC=C(C=C1)C2=CC(=NN2C3=CC=C(C=C3)S(=O)(=O)N)C(F)(F)F. Drug 2: CC1=C(N=C(N=C1N)C(CC(=O)N)NCC(C(=O)N)N)C(=O)NC(C(C2=CN=CN2)OC3C(C(C(C(O3)CO)O)O)OC4C(C(C(C(O4)CO)O)OC(=O)N)O)C(=O)NC(C)C(C(C)C(=O)NC(C(C)O)C(=O)NCCC5=NC(=CS5)C6=NC(=CS6)C(=O)NCCC[S+](C)C)O. Cell line: UO-31. Synergy scores: CSS=22.1, Synergy_ZIP=-4.20, Synergy_Bliss=0.382, Synergy_Loewe=-13.9, Synergy_HSA=0.700. (9) Drug 1: CN1CCC(CC1)COC2=C(C=C3C(=C2)N=CN=C3NC4=C(C=C(C=C4)Br)F)OC. Drug 2: CC1C(C(=O)NC(C(=O)N2CCCC2C(=O)N(CC(=O)N(C(C(=O)O1)C(C)C)C)C)C(C)C)NC(=O)C3=C4C(=C(C=C3)C)OC5=C(C(=O)C(=C(C5=N4)C(=O)NC6C(OC(=O)C(N(C(=O)CN(C(=O)C7CCCN7C(=O)C(NC6=O)C(C)C)C)C)C(C)C)C)N)C. Cell line: CCRF-CEM. Synergy scores: CSS=12.9, Synergy_ZIP=7.57, Synergy_Bliss=14.3, Synergy_Loewe=15.1, Synergy_HSA=14.0. (10) Drug 1: C1=CC=C(C(=C1)C(C2=CC=C(C=C2)Cl)C(Cl)Cl)Cl. Cell line: PC-3. Drug 2: C1CC(=O)NC(=O)C1N2C(=O)C3=CC=CC=C3C2=O. Synergy scores: CSS=0.0565, Synergy_ZIP=0.855, Synergy_Bliss=0.652, Synergy_Loewe=-0.575, Synergy_HSA=-1.63.